Dataset: Catalyst prediction with 721,799 reactions and 888 catalyst types from USPTO. Task: Predict which catalyst facilitates the given reaction. (1) Reactant: [C:1]([C:3]1[CH:4]=[C:5]([N+:10]([O-:12])=[O:11])[C:6]([CH3:9])=[N:7][CH:8]=1)#[CH:2].Cl.[CH3:14][NH:15][CH3:16].C([BH3-])#N.[Na+]. Product: [CH3:14][N:15]([CH3:16])[CH2:2][CH2:1][C:3]1[CH:8]=[N:7][C:6]([CH3:9])=[C:5]([N+:10]([O-:12])=[O:11])[CH:4]=1. The catalyst class is: 14. (2) Reactant: [C:1]12([NH:6][C:7]3[C:12]([C:13]([NH2:15])=[O:14])=[CH:11][N:10]=[C:9]([S:16][CH3:17])[N:8]=3)[CH2:5][CH:3]([CH2:4]1)[CH2:2]2.C1(C2[O:26]N2S(C2C=CC=CC=2)(=O)=O)C=CC=CC=1. Product: [C:1]12([NH:6][C:7]3[C:12]([C:13]([NH2:15])=[O:14])=[CH:11][N:10]=[C:9]([S:16]([CH3:17])=[O:26])[N:8]=3)[CH2:2][CH:3]([CH2:5]1)[CH2:4]2. The catalyst class is: 789. (3) Reactant: Br[C:2]1[CH:3]=[C:4]([C:7]([C:9]2[C:10]([NH:15][C@H:16]3[CH2:20][C@H:19]([O:21][Si:22]([CH:29]([CH3:31])[CH3:30])([CH:26]([CH3:28])[CH3:27])[CH:23]([CH3:25])[CH3:24])[C@@H:18]([CH2:32][O:33][Si:34]([C:37]([CH3:40])([CH3:39])[CH3:38])([CH3:36])[CH3:35])[CH2:17]3)=[N:11][CH:12]=[N:13][CH:14]=2)=[O:8])[S:5][CH:6]=1.[C:41]1([S:47]([O-:49])=[O:48])[CH:46]=[CH:45][CH:44]=[CH:43][CH:42]=1.[Na+].N1CCC[C@H]1C(O)=O.[OH-].[Na+].CS(C)=O. Product: [Si:34]([O:33][CH2:32][C@@H:18]1[C@@H:19]([O:21][Si:22]([CH:23]([CH3:25])[CH3:24])([CH:29]([CH3:30])[CH3:31])[CH:26]([CH3:27])[CH3:28])[CH2:20][C@H:16]([NH:15][C:10]2[C:9]([C:7]([C:4]3[S:5][CH:6]=[C:2]([S:47]([C:41]4[CH:46]=[CH:45][CH:44]=[CH:43][CH:42]=4)(=[O:49])=[O:48])[CH:3]=3)=[O:8])=[CH:14][N:13]=[CH:12][N:11]=2)[CH2:17]1)([C:37]([CH3:40])([CH3:39])[CH3:38])([CH3:36])[CH3:35]. The catalyst class is: 205.